Dataset: Reaction yield outcomes from USPTO patents with 853,638 reactions. Task: Predict the reaction yield, written as a fraction of the theoretical maximum amount of product (1.0 means a 100% yield; for example, 0.34 means a 34% yield). The reactants are [CH3:1][N:2]([CH3:48])[CH2:3][CH2:4][CH2:5][NH:6][C:7]([C:9]1[N:13]([CH3:14])[CH:12]=[C:11]([NH:15][C:16]([C:18]2[N:22]([CH2:23][CH2:24][CH:25]([CH3:27])[CH3:26])[CH:21]=[C:20]([NH:28][C:29]([C:31]3[N:32]([CH3:47])[CH:33]=[C:34]([NH:36][C:37](=[O:46])[C:38]4[CH:43]=[CH:42][CH:41]=[C:40]([O:44][CH3:45])[CH:39]=4)[CH:35]=3)=[O:30])[CH:19]=2)=[O:17])[CH:10]=1)=[O:8].[CH3:49]OC1C=CC(CC(Cl)=O)=CC=1. The catalyst is C(Cl)Cl. The product is [CH3:48][N:2]([CH3:1])[CH2:3][CH2:4][CH2:5][NH:6][C:7]([C:9]1[N:13]([CH3:14])[CH:12]=[C:11]([NH:15][C:16]([C:18]2[N:22]([CH2:23][CH2:24][CH:25]([CH3:27])[CH3:26])[CH:21]=[C:20]([NH:28][C:29]([C:31]3[N:32]([CH3:47])[CH:33]=[C:34]([NH:36][C:37](=[O:46])[CH2:38][C:43]4[CH:42]=[CH:41][C:40]([O:44][CH3:45])=[CH:39][CH:49]=4)[CH:35]=3)=[O:30])[CH:19]=2)=[O:17])[CH:10]=1)=[O:8]. The yield is 0.280.